From a dataset of Forward reaction prediction with 1.9M reactions from USPTO patents (1976-2016). Predict the product of the given reaction. Given the reactants [NH2:1][C:2]1[C:3]([C:16]([O:18][CH3:19])=[O:17])=[N:4][CH:5]=[C:6]([CH2:8][C:9]2[CH:14]=[CH:13][C:12]([F:15])=[CH:11][CH:10]=2)[CH:7]=1.FC(F)(F)C(OC(=O)C(F)(F)F)=O.C([O-])(O)=O.[Na+].C([O-])([O-])=O.[K+].[K+].[Na+].[I-].Cl[CH2:47][C:48]([N:50]([CH3:52])[CH3:51])=[O:49], predict the reaction product. The product is: [CH3:51][N:50]([CH3:52])[C:48](=[O:49])[CH2:47][NH:1][C:2]1[C:3]([C:16]([O:18][CH3:19])=[O:17])=[N:4][CH:5]=[C:6]([CH2:8][C:9]2[CH:10]=[CH:11][C:12]([F:15])=[CH:13][CH:14]=2)[CH:7]=1.